From a dataset of NCI-60 drug combinations with 297,098 pairs across 59 cell lines. Regression. Given two drug SMILES strings and cell line genomic features, predict the synergy score measuring deviation from expected non-interaction effect. (1) Drug 1: C1CCC(C1)C(CC#N)N2C=C(C=N2)C3=C4C=CNC4=NC=N3. Drug 2: C1=NNC2=C1C(=O)NC=N2. Cell line: LOX IMVI. Synergy scores: CSS=22.2, Synergy_ZIP=-4.68, Synergy_Bliss=1.85, Synergy_Loewe=6.07, Synergy_HSA=6.04. (2) Cell line: T-47D. Drug 2: CC1CCCC2(C(O2)CC(NC(=O)CC(C(C(=O)C(C1O)C)(C)C)O)C(=CC3=CSC(=N3)C)C)C. Drug 1: CC12CCC3C(C1CCC2=O)CC(=C)C4=CC(=O)C=CC34C. Synergy scores: CSS=26.3, Synergy_ZIP=-5.34, Synergy_Bliss=-0.892, Synergy_Loewe=-1.99, Synergy_HSA=-1.03. (3) Drug 1: C1=CC(=CC=C1CCCC(=O)O)N(CCCl)CCCl. Drug 2: CC(C)(C#N)C1=CC(=CC(=C1)CN2C=NC=N2)C(C)(C)C#N. Cell line: RXF 393. Synergy scores: CSS=14.4, Synergy_ZIP=-3.38, Synergy_Bliss=-1.07, Synergy_Loewe=0.671, Synergy_HSA=0.697. (4) Drug 1: CCC1(CC2CC(C3=C(CCN(C2)C1)C4=CC=CC=C4N3)(C5=C(C=C6C(=C5)C78CCN9C7C(C=CC9)(C(C(C8N6C=O)(C(=O)OC)O)OC(=O)C)CC)OC)C(=O)OC)O.OS(=O)(=O)O. Drug 2: C1=NC2=C(N=C(N=C2N1C3C(C(C(O3)CO)O)F)Cl)N. Cell line: SNB-19. Synergy scores: CSS=23.2, Synergy_ZIP=-13.5, Synergy_Bliss=-8.64, Synergy_Loewe=-12.3, Synergy_HSA=-7.08.